Dataset: Full USPTO retrosynthesis dataset with 1.9M reactions from patents (1976-2016). Task: Predict the reactants needed to synthesize the given product. Given the product [CH:10]1([NH:14][C:2]2[CH:9]=[CH:8][CH:7]=[CH:6][C:3]=2[C:4]#[N:5])[CH2:13][CH2:12][CH2:11]1, predict the reactants needed to synthesize it. The reactants are: F[C:2]1[CH:9]=[CH:8][CH:7]=[CH:6][C:3]=1[C:4]#[N:5].[CH:10]1([NH2:14])[CH2:13][CH2:12][CH2:11]1.